From a dataset of Cav3 T-type calcium channel HTS with 100,875 compounds. Binary Classification. Given a drug SMILES string, predict its activity (active/inactive) in a high-throughput screening assay against a specified biological target. (1) The compound is S(=O)(=O)(N1CCC(CC1)C(=O)N1CCC(CC1)C)c1[nH]cnc1. The result is 0 (inactive). (2) The molecule is O1CCN(CC1)CCNC(=O)c1c2c(nc(c1)c1ccc(OC)cc1)cccc2. The result is 0 (inactive). (3) The result is 0 (inactive). The molecule is Brc1ccc(S(=O)(=O)Cc2oc(C(=O)NCCCN3CCN(CC3)C)cc2)cc1. (4) The compound is Clc1ccc(CN(Cc2ccccc2)CCO)cc1. The result is 0 (inactive). (5) The molecule is S(=O)(=O)(N(c1ccc(cc1)C(=O)Nc1c(ccc(c1)C)C)C)C. The result is 0 (inactive). (6) The drug is S(c1n(c(nn1)c1cc2OCOc2cc1)C)Cc1ccccc1. The result is 0 (inactive). (7) The compound is S(=O)(=O)(N1C(CCC1)C(=O)Nc1ccc(cc1)C(=O)C)c1ccc(OC)cc1. The result is 0 (inactive). (8) The molecule is S(=O)(=O)(NCCC(=O)NC(c1ccccc1)C)c1cc2c(n(c(=O)n(c2=O)C)C)cc1. The result is 0 (inactive). (9) The molecule is S(=O)(=O)(CCC(OCc1nc(Nc2c(cccc2)C)nc(n1)N)=O)c1ccccc1. The result is 0 (inactive).